Dataset: Catalyst prediction with 721,799 reactions and 888 catalyst types from USPTO. Task: Predict which catalyst facilitates the given reaction. (1) Reactant: [CH3:1][N:2]1[CH2:7][CH2:6][O:5][CH2:4][CH2:3]1.[Cl:8][C:9]1[N:14]=[C:13]([O:15][CH3:16])[N:12]=[C:11]([O:17][CH3:18])[N:10]=1. Product: [Cl-:8].[CH3:18][O:17][C:11]1[N:12]=[C:13]([O:15][CH3:16])[N:14]=[C:9]([N+:2]2([CH3:1])[CH2:7][CH2:6][O:5][CH2:4][CH2:3]2)[N:10]=1. The catalyst class is: 1. (2) Reactant: [F:1][C:2]1[CH:3]=[C:4](I)[CH:5]=[C:6]([O:8][CH:9]([CH3:11])[CH3:10])[CH:7]=1.CC([Si]([S:23][C:24]1[CH:25]=[CH:26][C:27]2[CH:36]3[CH:32]([N:33](C(OC(C)(C)C)=O)[CH2:34][CH2:35]3)[CH2:31][O:30][C:28]=2[CH:29]=1)(C(C)C)C(C)C)C.CC1C=[CH:47][C:48]2[CH:49]=[CH:47][C:48]3[CH:57]=CC(C)=N[C:49]=3[C:57]=2N=1.[F-].[Cs+]. Product: [C:48]([CH:35]1[CH2:34][NH:33][CH:32]2[CH2:31][O:30][C:28]3[CH:29]=[C:24]([S:23][C:4]4[CH:5]=[C:6]([O:8][CH:9]([CH3:11])[CH3:10])[CH:7]=[C:2]([F:1])[CH:3]=4)[CH:25]=[CH:26][C:27]=3[CH:36]12)([CH3:49])([CH3:57])[CH3:47]. The catalyst class is: 122. (3) Reactant: C(OC([NH:11][S:12]([N:15]([CH2:39][C:40]([O:42][CH2:43][CH3:44])=[O:41])[C@H:16]1[CH2:21][CH2:20][C@H:19]([O:22][CH:23]2[CH2:28][CH2:27][N:26](C(OCC3C=CC=CC=3)=O)[CH2:25][CH2:24]2)[CH2:18][CH2:17]1)(=[O:14])=[O:13])=O)C1C=CC=CC=1. Product: [NH:26]1[CH2:27][CH2:28][CH:23]([O:22][C@H:19]2[CH2:18][CH2:17][C@H:16]([N:15]([S:12](=[O:13])(=[O:14])[NH2:11])[CH2:39][C:40]([O:42][CH2:43][CH3:44])=[O:41])[CH2:21][CH2:20]2)[CH2:24][CH2:25]1. The catalyst class is: 29.